From a dataset of Forward reaction prediction with 1.9M reactions from USPTO patents (1976-2016). Predict the product of the given reaction. (1) Given the reactants [CH3:1][O:2][C:3](=[O:15])[C:4]([N+:13]#[C-:14])=[C:5](Br)[C:6]1[CH:11]=[CH:10][CH:9]=[CH:8][CH:7]=1.[C:16]1([C@@H:22]([NH2:24])[CH3:23])[CH:21]=[CH:20][CH:19]=[CH:18][CH:17]=1.C(N(CC)CC)C.Cl, predict the reaction product. The product is: [CH3:1][O:2][C:3]([C:4]1[N:13]=[CH:14][N:24]([C@H:22]([C:16]2[CH:21]=[CH:20][CH:19]=[CH:18][CH:17]=2)[CH3:23])[C:5]=1[C:6]1[CH:11]=[CH:10][CH:9]=[CH:8][CH:7]=1)=[O:15]. (2) Given the reactants [NH2:1][CH2:2][C:3]1[N:4]=[N:5][N:6]([C:8]2[CH:9]=[C:10]([NH:14][C:15]([N:17]3[C@@H:23]4[CH2:24][N:20]([CH2:21][CH2:22]4)[C:19]4[CH:25]=[CH:26][C:27]([C:29]5[CH:34]=[CH:33][CH:32]=[C:31]([C:35]([F:38])([F:37])[F:36])[CH:30]=5)=[N:28][C:18]3=4)=[O:16])[CH:11]=[CH:12][CH:13]=2)[CH:7]=1.C(N(CC)CC)C.[CH:46]1[C:51]([N:52]=[C:53]=[S:54])=[CH:50][C:49]2[C:55]([O:57][C:58]3([C:68]4[CH:69]=[CH:70][C:71]([OH:73])=[CH:72][C:67]=4[O:66][C:60]4[CH:61]=[C:62]([OH:65])[CH:63]=[CH:64][C:59]3=4)[C:48]=2[CH:47]=1)=[O:56].CN(C=O)C, predict the reaction product. The product is: [OH:65][C:62]1[CH:63]=[CH:64][C:59]2[C:58]3([C:48]4[C:49](=[CH:50][C:51]([NH:52][C:53](=[S:54])[NH:1][CH2:2][C:3]5[N:4]=[N:5][N:6]([C:8]6[CH:9]=[C:10]([NH:14][C:15]([N:17]7[C@@H:23]8[CH2:24][N:20]([CH2:21][CH2:22]8)[C:19]8[CH:25]=[CH:26][C:27]([C:29]9[CH:34]=[CH:33][CH:32]=[C:31]([C:35]([F:38])([F:37])[F:36])[CH:30]=9)=[N:28][C:18]7=8)=[O:16])[CH:11]=[CH:12][CH:13]=6)[CH:7]=5)=[CH:46][CH:47]=4)[C:55](=[O:56])[O:57]3)[C:68]3[C:67]([O:66][C:60]=2[CH:61]=1)=[CH:72][C:71]([OH:73])=[CH:70][CH:69]=3.